From a dataset of Forward reaction prediction with 1.9M reactions from USPTO patents (1976-2016). Predict the product of the given reaction. (1) Given the reactants Br[C:2]1[S:3][CH:4]=[C:5]([C:7]([NH:9][C:10]2[C:11]([O:33][CH3:34])=[N:12][C:13]([NH:18][CH2:19][C:20]3[N:21]([CH2:25][O:26][CH2:27][CH2:28][Si:29]([CH3:32])([CH3:31])[CH3:30])[CH:22]=[CH:23][N:24]=3)=[N:14][C:15]=2[O:16][CH3:17])=[O:8])[N:6]=1.[C:35]([C:39]1[CH:40]=[CH:41][C:42]([CH3:46])=[C:43]([OH:45])[CH:44]=1)([CH3:38])([CH3:37])[CH3:36].C(C1C=C(C=CC=1)OC1OC=C(C(OCC)=O)N=1)(C)(C)C, predict the reaction product. The product is: [C:35]([C:39]1[CH:40]=[CH:41][C:42]([CH3:46])=[C:43]([CH:44]=1)[O:45][C:2]1[S:3][CH:4]=[C:5]([C:7]([NH:9][C:10]2[C:11]([O:33][CH3:34])=[N:12][C:13]([NH:18][CH2:19][C:20]3[N:21]([CH2:25][O:26][CH2:27][CH2:28][Si:29]([CH3:32])([CH3:31])[CH3:30])[CH:22]=[CH:23][N:24]=3)=[N:14][C:15]=2[O:16][CH3:17])=[O:8])[N:6]=1)([CH3:38])([CH3:37])[CH3:36]. (2) The product is: [O:1]=[C:2]1[CH:7]([N:8]2[CH2:16][C:15]3[C:10](=[CH:11][CH:12]=[C:13]([CH2:17][NH:18][C:19]([N:21]4[CH2:22][CH2:23][NH:24][CH2:25][CH2:26]4)=[O:20])[CH:14]=3)[C:9]2=[O:34])[CH2:6][CH2:5][C:4](=[O:35])[NH:3]1. Given the reactants [O:1]=[C:2]1[CH:7]([N:8]2[CH2:16][C:15]3[C:10](=[CH:11][CH:12]=[C:13]([CH2:17][NH:18][C:19]([N:21]4[CH2:26][CH2:25][N:24](C(OC(C)(C)C)=O)[CH2:23][CH2:22]4)=[O:20])[CH:14]=3)[C:9]2=[O:34])[CH2:6][CH2:5][C:4](=[O:35])[NH:3]1.Cl, predict the reaction product.